Dataset: Full USPTO retrosynthesis dataset with 1.9M reactions from patents (1976-2016). Task: Predict the reactants needed to synthesize the given product. (1) Given the product [Br:1][C:2]1[C:3]2[N:4]([N:8]=[C:9]([NH:11][C:12]3[CH:13]=[CH:14][C:15]([C:16]([N:22]([CH3:21])[CH:23]4[CH2:28][CH2:27][N:26]([CH3:29])[CH2:25][CH2:24]4)=[O:18])=[CH:19][CH:20]=3)[N:10]=2)[CH:5]=[CH:6][CH:7]=1, predict the reactants needed to synthesize it. The reactants are: [Br:1][C:2]1[C:3]2[N:4]([N:8]=[C:9]([NH:11][C:12]3[CH:20]=[CH:19][C:15]([C:16]([OH:18])=O)=[CH:14][CH:13]=3)[N:10]=2)[CH:5]=[CH:6][CH:7]=1.[CH3:21][NH:22][CH:23]1[CH2:28][CH2:27][N:26]([CH3:29])[CH2:25][CH2:24]1.CCN(C(C)C)C(C)C.CN(C(ON1N=NC2C=CC=NC1=2)=[N+](C)C)C.F[P-](F)(F)(F)(F)F. (2) The reactants are: [Cl:1][C:2]1[CH:8]=[CH:7][C:5]([NH2:6])=[CH:4][C:3]=1[C:9]1[CH:14]=[CH:13][CH:12]=[CH:11][N:10]=1.[OH:15][CH2:16][CH2:17][S:18]([C:21]1[CH:29]=[CH:28][C:24]([C:25](O)=[O:26])=[CH:23][CH:22]=1)(=[O:20])=[O:19]. Given the product [Cl:1][C:2]1[CH:8]=[CH:7][C:5]([NH:6][C:25](=[O:26])[C:24]2[CH:23]=[CH:22][C:21]([S:18]([CH2:17][CH2:16][OH:15])(=[O:20])=[O:19])=[CH:29][CH:28]=2)=[CH:4][C:3]=1[C:9]1[CH:14]=[CH:13][CH:12]=[CH:11][N:10]=1, predict the reactants needed to synthesize it. (3) Given the product [CH2:30]([N:32]([CH2:35][CH2:36][O:10][C:9](=[O:11])[C:8]1[CH:12]=[CH:13][C:5]([NH:4][C:1](=[O:3])[CH3:2])=[CH:6][C:7]=1[OH:14])[CH2:33][CH3:34])[CH3:31], predict the reactants needed to synthesize it. The reactants are: [C:1]([NH:4][C:5]1[CH:13]=[CH:12][C:8]([C:9]([OH:11])=[O:10])=[C:7]([OH:14])[CH:6]=1)(=[O:3])[CH3:2].C1CCC(N=C=NC2CCCCC2)CC1.[CH2:30]([N:32]([CH2:35][CH2:36]O)[CH2:33][CH3:34])[CH3:31]. (4) The reactants are: [C:1]1([C:17]2[CH:22]=[CH:21][CH:20]=[CH:19][CH:18]=2)[CH:6]=[CH:5][CH:4]=[CH:3][C:2]=1[C:7]([N:9]1[CH2:16][CH:15]2[CH:11]([CH2:12][NH:13][CH2:14]2)[CH2:10]1)=[O:8].Cl[C:24]1[CH:33]=[C:32]([CH3:34])[C:31]2[C:26](=[CH:27][CH:28]=[CH:29][CH:30]=2)[N:25]=1. Given the product [C:1]1([C:17]2[CH:22]=[CH:21][CH:20]=[CH:19][CH:18]=2)[CH:6]=[CH:5][CH:4]=[CH:3][C:2]=1[C:7]([N:9]1[CH2:10][CH:11]2[CH2:12][N:13]([C:24]3[CH:33]=[C:32]([CH3:34])[C:31]4[C:26](=[CH:27][CH:28]=[CH:29][CH:30]=4)[N:25]=3)[CH2:14][CH:15]2[CH2:16]1)=[O:8], predict the reactants needed to synthesize it. (5) Given the product [CH3:12][CH:13]1[CH2:18][CH2:17][N:16]([C:19]([O:9][C:6]2[C:5]3[CH:10]=[CH:11][C:2]([Cl:1])=[CH:3][C:4]=3[O:8][N:7]=2)=[O:20])[CH2:15][CH2:14]1, predict the reactants needed to synthesize it. The reactants are: [Cl:1][C:2]1[CH:11]=[CH:10][C:5]2[C:6]([OH:9])=[N:7][O:8][C:4]=2[CH:3]=1.[CH3:12][CH:13]1[CH2:18][CH2:17][N:16]([C:19](Cl)=[O:20])[CH2:15][CH2:14]1.C(N(CC)CC)C. (6) Given the product [CH3:1][N:2]([CH2:17][C:16]([O:15][C:11]([CH3:14])([CH3:13])[CH3:12])=[O:19])[NH2:3], predict the reactants needed to synthesize it. The reactants are: [CH3:1][NH:2][NH2:3].C(N(CC)CC)C.[C:11]([O:15][C:16](=[O:19])[CH2:17]Br)([CH3:14])([CH3:13])[CH3:12]. (7) Given the product [CH2:19]([O:18][C:11]1[CH:12]=[C:13]2[C:8](=[CH:9][C:10]=1[O:26][CH3:27])[C:7]([CH2:28][C:29]1[CH:34]=[CH:33][CH:32]=[C:31]([O:35][CH3:36])[CH:30]=1)=[N:6][CH:15]=[C:14]2[CH:16]=[O:17])[C:20]1[CH:25]=[CH:24][CH:23]=[CH:22][CH:21]=1, predict the reactants needed to synthesize it. The reactants are: C(OC([N:6]1[CH:15]=[C:14]([CH:16]=[O:17])[C:13]2[C:8](=[CH:9][C:10]([O:26][CH3:27])=[C:11]([O:18][CH2:19][C:20]3[CH:25]=[CH:24][CH:23]=[CH:22][CH:21]=3)[CH:12]=2)[CH:7]1[CH2:28][C:29]1[CH:34]=[CH:33][CH:32]=[C:31]([O:35][CH3:36])[CH:30]=1)=O)C.[OH-].[K+].C(OCC)(=O)C.CCCCCC.C(OCC)(=O)C. (8) Given the product [CH:9]12[CH2:16][CH:15]3[CH2:14][CH:13]([CH2:12][CH:11]([CH2:17]3)[CH:10]1[NH:19][C:20](=[O:29])/[C:21](/[C:22]([CH:24]1[CH2:28][CH2:27][CH2:26][CH2:25]1)=[O:23])=[CH:3]\[N:4]([CH3:5])[CH3:6])[CH2:18]2, predict the reactants needed to synthesize it. The reactants are: CO[CH:3](OC)[N:4]([CH3:6])[CH3:5].[CH:9]12[CH2:18][CH:13]3[CH2:14][CH:15]([CH2:17][CH:11]([CH2:12]3)[CH:10]1[NH:19][C:20](=[O:29])[CH2:21][C:22]([CH:24]1[CH2:28][CH2:27][CH2:26][CH2:25]1)=[O:23])[CH2:16]2. (9) Given the product [CH2:14]([N:7]([CH2:1][CH2:2][CH2:3][CH2:4][CH2:5][CH3:6])[CH2:8][CH2:9][CH2:10][CH2:11][CH2:12][CH3:13])[CH2:15][CH2:16][CH2:17][CH2:18][CH3:19].[CH:20]([O:22][CH3:23])=[O:21], predict the reactants needed to synthesize it. The reactants are: [CH2:1]([N:7]([CH2:14][CH2:15][CH2:16][CH2:17][CH2:18][CH3:19])[CH2:8][CH2:9][CH2:10][CH2:11][CH2:12][CH3:13])[CH2:2][CH2:3][CH2:4][CH2:5][CH3:6].[CH:20]([OH:22])=[O:21].[CH3:23]O.